Dataset: Experimentally validated miRNA-target interactions with 360,000+ pairs, plus equal number of negative samples. Task: Binary Classification. Given a miRNA mature sequence and a target amino acid sequence, predict their likelihood of interaction. (1) The miRNA is hsa-miR-3130-3p with sequence GCUGCACCGGAGACUGGGUAA. The protein sequence of the target gene is MWRGLSALVTQAAWAPLRLCARCSTSAESLVPSSTIFALSSGQGRCAIAVIRTSGPASGLALRSLTALQEPPPARRACLRLLRHPCSGEPLDRSLVLWFPGPQSFTGEDCVEFHVHGGPAVVSGVLQALGSVPGLRPAEAGEFTRRAFAHGKLSLTEVEGLADLIRAETEAQRRQALRQLDGELSQLCQGWAKTLTKALAYVEAYIDFGEDDNLEEGVLEQADREVRALEVALGSHLRDARRGQRLLSGANVVVTGPPNAGKSSLVNLLSQKPVSIVSPEPGTTRDVLETPVDLAGFPVL.... Result: 0 (no interaction). (2) The miRNA is hsa-miR-1179 with sequence AAGCAUUCUUUCAUUGGUUGG. The protein sequence of the target gene is MPAGRAARTCALLALCLLGAGAQDFGPTRFICTSVPVDADMCAASVAAGGAEELRSSVLQLRETVLQQKETILSQKETIRELTAKLGRCESQSTLDPGAGEARAGGGRKQPGSGKNTMGDLSRTPAAETLSQLGQTLQSLKTRLENLEQYSRLNSSSQTNSLKDLLQSKIDELERQVLSRVNTLEEGKGGPRNDTEERVKIETALTSLHQRISELEKGQKDNRPGDKFQLTFPLRTNYMYAKVKKSLPEMYAFTVCMWLKSSATPGVGTPFSYAVPGQANELVLIEWGNNPMEILINDKV.... Result: 0 (no interaction). (3) The miRNA is cfa-miR-539 with sequence GGAGAAAUUAUCCUUGGUGUGU. The protein sequence of the target gene is MTVHNLYLFDRNGVCLHYSEWHRKKQAGIPKEEEYKLMYGMLFSIRSFVSKMSPLDMKDGFLAFQTSRYKLHYYETPTGIKVVMNTDLGVGPIRDVLHHIYSALYVELVVKNPLCPLGQTVQSELFRSRLDSYVRSLPFFSARAG. Result: 0 (no interaction). (4) The miRNA is hsa-miR-324-5p with sequence CGCAUCCCCUAGGGCAUUGGUG. The protein sequence of the target gene is MEVTGVSAPTVTVFISSSLNTFRSEKRYSRSLTIAEFKCKLELLVGSPASCMELELYGVDDKFYSKLDQEDALLGSYPVDDGCRIHVIDHSGARLGEYEDVSRVEKYTISQEAYDQRQDTVRSFLKRSKLGRYNEEERAQQEAEAAQRLAEEKAQASSIPVGSRCEVRAAGQSPRRGTVMYVGLTDFKPGYWIGVRYDEPLGKNDGSVNGKRYFECQAKYGAFVKPAVVTVGDFPEEDYGLDEI. Result: 1 (interaction). (5) The protein sequence of the target gene is MRRYLRVVGLCLACGFCSLLYAFSQLAVSLEEGAAGGRRPQAAVVSWLADGGRGTGRGAGSAGPGRTGRYDMKTRPDEKMHLAVVACGERLEETVTMLKSALIFSIKPLHVHIFAEDQLHDSFKDRLASWSFLRRFDYSLYPITFPGDSAADWKKLFKPCASQRLFLPLILKEVDSLLYVDTDILFLRPVDDIWSLLKKFNSTQIAAMAPEHEEPRIGWYNRFARHPYYGRTGVNSGVMLMNMTRMRRKYFKNDMTTARLQWGDILMPLLKKYKLNITWGDQDLLNIVFSHNPESLFVFP.... The miRNA is mmu-miR-16-5p with sequence UAGCAGCACGUAAAUAUUGGCG. Result: 0 (no interaction). (6) The miRNA is hsa-miR-1247-3p with sequence CCCCGGGAACGUCGAGACUGGAGC. The protein sequence of the target gene is MAKERCLKKSFQDSLEDIKKRMKEKRNKNLAEIGKRRSFIAAPCQIITNTSTLLKNYQDNNKMLVLALENEKSKVKEAQDIILQLRKECYYLTCQLYALKGKLTSQQTVEPAQNQEICSSGMDPNSDDSSRNLFVKDLPQIPLEETELPGQGESFQIEDQIPTIPQDTLGVDFDSGEAKSTDNVLPRTVSVRSSLKKHCNSICQFDSLDDFETSHLAGKSFEFERVGFLDPLVNMHIPENVQHNACQWSKDQVNLSPKLIQPGTFTKTKEDILESKSEQTKSKQRDTQERKREEKRKANR.... Result: 1 (interaction). (7) The miRNA is hsa-miR-4687-3p with sequence UGGCUGUUGGAGGGGGCAGGC. The protein sequence of the target gene is MIEYQIPVSFKDVVVGFTQEEWHRLSPAQRALYRDVMLETYSNLVSVGYEGTKPDVILRLEQEEAPWIGEAACPGCHCWEDIWRVNIQRKRRQDMLLRPGAAISKKTLPKEKSCEYNKFGKISLLSTDLFSSIQSPSNWNPCGKNLNHNLDLIGFKRNCAKKQDECYAYGKLLQRINHGRRPNGEKPRGCSHCEKAFTQNPALMYKPAVSDSLLYKRKRVPPTEKPHVCSECGKAFCYKSEFIRHQRSHTGEKPYGCTDCGKAFSHKSTLIKHQRIHTGVRPFECFFCGKAFTQKSHRTE.... Result: 1 (interaction). (8) The miRNA is hsa-miR-3162-3p with sequence UCCCUACCCCUCCACUCCCCA. The protein sequence of the target gene is MTEQAISFAKDFLAGGIAAAISKTAVAPIERVKLLLQVQHASKQIAADKQYKGIVDCIVRIPKEQGVLSFWRGNLANVIRYFPTQALNFAFKDKYKQIFLGGVDKHTQFWRYFAGNLASGGAAGATSLCFVYPLDFARTRLAADVGKSGTEREFRGLGDCLVKITKSDGIRGLYQGFSVSVQGIIIYRAAYFGVYDTAKGMLPDPKNTHIVVSWMIAQTVTAVAGVVSYPFDTVRRRMMMQSGRKGADIMYTGTVDCWRKIFRDEGGKAFFKGAWSNVLRGMGGAFVLVLYDELKKVI. Result: 0 (no interaction). (9) Result: 0 (no interaction). The protein sequence of the target gene is MSEDLAKQLASYKAQLQQVEAALSGNGENEDLLKLKKDLQEVIELTKDLLSTQPSETLASSDSFASTQPTHSWKVGDKCMAVWSEDGQCYEAEIEEIDEENGTAAITFAGYGNAEVTPLLNLKPVEEGRKAKEDSGNKPMSKKEMIAQQREYKKKKALKKAQRIKELEQEREDQKVKWQQFNNRAYSKNKKGQVKRSIFASPESVTGKVGVGTCGIADKPMTQYQDTSKYNVRHLMPQ. The miRNA is hsa-let-7b-5p with sequence UGAGGUAGUAGGUUGUGUGGUU.